Dataset: NCI-60 drug combinations with 297,098 pairs across 59 cell lines. Task: Regression. Given two drug SMILES strings and cell line genomic features, predict the synergy score measuring deviation from expected non-interaction effect. (1) Drug 1: CN(CCCl)CCCl.Cl. Drug 2: C1CCC(C(C1)N)N.C(=O)(C(=O)[O-])[O-].[Pt+4]. Cell line: T-47D. Synergy scores: CSS=37.3, Synergy_ZIP=-10.3, Synergy_Bliss=-0.657, Synergy_Loewe=1.11, Synergy_HSA=4.58. (2) Drug 1: CC1CCC2CC(C(=CC=CC=CC(CC(C(=O)C(C(C(=CC(C(=O)CC(OC(=O)C3CCCCN3C(=O)C(=O)C1(O2)O)C(C)CC4CCC(C(C4)OC)O)C)C)O)OC)C)C)C)OC. Drug 2: CCC1(C2=C(COC1=O)C(=O)N3CC4=CC5=C(C=CC(=C5CN(C)C)O)N=C4C3=C2)O.Cl. Cell line: HOP-62. Synergy scores: CSS=36.3, Synergy_ZIP=-2.54, Synergy_Bliss=3.52, Synergy_Loewe=3.76, Synergy_HSA=3.36.